From a dataset of Reaction yield outcomes from USPTO patents with 853,638 reactions. Predict the reaction yield, written as a fraction of the theoretical maximum amount of product (1.0 means a 100% yield; for example, 0.34 means a 34% yield). (1) The reactants are [C:1]([C:5]1[CH:13]=[C:12]2[C:8]([C:9]([Sn](CCCC)(CCCC)CCCC)=[N:10][N:11]2[CH3:14])=[CH:7][CH:6]=1)([CH3:4])([CH3:3])[CH3:2].[C:28]([CH:30]1[CH2:33][N:32]([C:34](=[O:58])[C@H:35]([NH:37][C:38]([C:40]2[C:48]3[C:43](=[N:44][CH:45]=[C:46](Br)[N:47]=3)[N:42]([CH2:50][O:51][CH2:52][CH2:53][Si:54]([CH3:57])([CH3:56])[CH3:55])[CH:41]=2)=[O:39])[CH3:36])[CH2:31]1)#[N:29]. The catalyst is CN(C=O)C.C1C=CC([P]([Pd]([P](C2C=CC=CC=2)(C2C=CC=CC=2)C2C=CC=CC=2)([P](C2C=CC=CC=2)(C2C=CC=CC=2)C2C=CC=CC=2)[P](C2C=CC=CC=2)(C2C=CC=CC=2)C2C=CC=CC=2)(C2C=CC=CC=2)C2C=CC=CC=2)=CC=1.[Cu]I. The product is [C:28]([CH:30]1[CH2:31][N:32]([C:34](=[O:58])[C@H:35]([NH:37][C:38]([C:40]2[C:48]3[C:43](=[N:44][CH:45]=[C:46]([C:9]4[C:8]5[C:12](=[CH:13][C:5]([C:1]([CH3:2])([CH3:3])[CH3:4])=[CH:6][CH:7]=5)[N:11]([CH3:14])[N:10]=4)[N:47]=3)[N:42]([CH2:50][O:51][CH2:52][CH2:53][Si:54]([CH3:57])([CH3:56])[CH3:55])[CH:41]=2)=[O:39])[CH3:36])[CH2:33]1)#[N:29]. The yield is 0.850. (2) The reactants are Cl.CN.[C:4]([BH3-])#[N:5].[Na+].[Br:8][C:9]1[CH:10]=[C:11]([CH:14]=O)[S:12][CH:13]=1.[OH-].[Na+]. The catalyst is CO. The product is [Br:8][C:9]1[CH:10]=[C:11]([CH2:14][NH:5][CH3:4])[S:12][CH:13]=1. The yield is 0.440. (3) The reactants are Cl.[NH2:2][C@@H:3]1[CH2:23][C:6]2[N:7]([CH2:16][C:17]3[CH:22]=[CH:21][CH:20]=[CH:19][N:18]=3)[C:8]3[CH:9]=[CH:10][C:11]([C:14]#[N:15])=[CH:12][C:13]=3[C:5]=2[CH2:4]1.CN(C=O)C.C(N(CC)CC)C.Cl[C:37]([O:39][CH:40]([CH3:42])[CH3:41])=[O:38]. The catalyst is CCCCCCC. The product is [CH:40]([O:39][C:37](=[O:38])[NH:2][C@@H:3]1[CH2:23][C:6]2[N:7]([CH2:16][C:17]3[CH:22]=[CH:21][CH:20]=[CH:19][N:18]=3)[C:8]3[CH:9]=[CH:10][C:11]([C:14]#[N:15])=[CH:12][C:13]=3[C:5]=2[CH2:4]1)([CH3:42])[CH3:41]. The yield is 0.845. (4) The reactants are [S:1]1[C:5]([C:6]([O:8]C)=[O:7])=[CH:4][C:3]2[CH2:10][CH2:11][CH2:12][C:2]1=2.C1COCC1.CCO.O.[Li+].[OH-].Cl. The catalyst is O. The product is [S:1]1[C:5]([C:6]([OH:8])=[O:7])=[CH:4][C:3]2[CH2:10][CH2:11][CH2:12][C:2]1=2. The yield is 0.910. (5) The reactants are [Cl:1][CH2:2][C:3]#[N:4].S(=O)(=O)(O)O.O[C:11]12[CH2:20][CH:15]3[CH2:16][CH:17]([CH2:19][C:13]([NH:21][C:22]([C:24]4[CH:29]=[CH:28][CH:27]=[CH:26][N:25]=4)=[O:23])([CH2:14]3)[CH2:12]1)[CH2:18]2.[OH-:30].[Na+]. The catalyst is C(Cl)Cl. The product is [Cl:1][CH2:2][C:3]([NH:4][C:15]12[CH2:20][CH:11]3[CH2:18][CH:17]([CH2:19][C:13]([NH:21][C:22]([C:24]4[CH:29]=[CH:28][CH:27]=[CH:26][N:25]=4)=[O:23])([CH2:12]3)[CH2:14]1)[CH2:16]2)=[O:30]. The yield is 0.969. (6) The reactants are [CH:1]1([CH2:7][O:8][C:9]2[C:18]([CH:19]3[CH2:21][CH2:20]3)=[CH:17][C:12]3[C:13]([NH2:16])=[N:14][O:15][C:11]=3[CH:10]=2)[CH2:6][CH2:5][CH2:4][CH2:3][CH2:2]1.C(N(CC)CC)C.[CH3:29][S:30](Cl)(=[O:32])=[O:31]. The catalyst is C(Cl)Cl. The product is [CH:1]1([CH2:7][O:8][C:9]2[C:18]([CH:19]3[CH2:21][CH2:20]3)=[CH:17][C:12]3[C:13]([NH:16][S:30]([CH3:29])(=[O:32])=[O:31])=[N:14][O:15][C:11]=3[CH:10]=2)[CH2:2][CH2:3][CH2:4][CH2:5][CH2:6]1. The yield is 0.380. (7) The reactants are Cl.[C:2]([C:4]1[CH:5]=[CH:6][C:7]([CH3:36])=[C:8]([NH:10][C:11](=[O:35])[C:12]2[CH:17]=[CH:16][C:15]([NH:18][C:19]3[N:28]=[C:27]([C:29]4[CH:34]=[CH:33][CH:32]=[CH:31][CH:30]=4)[C:26]4[C:21](=[CH:22][CH:23]=[CH:24][CH:25]=4)[N:20]=3)=[CH:14][CH:13]=2)[CH:9]=1)#[N:3].[CH2:37]([OH:39])C. No catalyst specified. The product is [CH3:36][C:7]1[CH:6]=[CH:5][C:4]([C:2](=[NH:3])[O:39][CH3:37])=[CH:9][C:8]=1[NH:10][C:11]([C:12]1[CH:17]=[CH:16][C:15]([NH:18][C:19]2[N:28]=[C:27]([C:29]3[CH:30]=[CH:31][CH:32]=[CH:33][CH:34]=3)[C:26]3[C:21](=[CH:22][CH:23]=[CH:24][CH:25]=3)[N:20]=2)=[CH:14][CH:13]=1)=[O:35]. The yield is 1.00.